Dataset: Forward reaction prediction with 1.9M reactions from USPTO patents (1976-2016). Task: Predict the product of the given reaction. (1) Given the reactants [CH3:1][C:2]1[CH:7]=[CH:6][C:5]([S:8]([O:11][CH2:12][CH:13]([OH:30])[CH2:14][C:15]2[C:16](O)=[C:17]3[C:22](=[C:23]([O:25][CH3:26])[CH:24]=2)[CH:21]2[CH2:27][CH2:28][CH:18]3[CH2:19][CH2:20]2)(=[O:10])=[O:9])=[CH:4][CH:3]=1.C1(P(C2C=CC=CC=2)C2C=CC=CC=2)C=CC=CC=1.CCOC(/N=N/C(OCC)=O)=O.C([Si](C)(C)OCC1OC2C3CCCC=3C=CC=2C1)(C)(C)C, predict the reaction product. The product is: [CH3:1][C:2]1[CH:3]=[CH:4][C:5]([S:8]([O:11][CH2:12][CH:13]2[O:30][C:16]3[C:17]4[CH:18]5[CH2:19][CH2:20][CH:21]([C:22]=4[C:23]([O:25][CH3:26])=[CH:24][C:15]=3[CH2:14]2)[CH2:27][CH2:28]5)(=[O:9])=[O:10])=[CH:6][CH:7]=1. (2) Given the reactants [OH-:1].[K+].[Cl:3][C:4]1[CH:5]=[C:6]([CH:33]=[CH:34][C:35]=1[O:36][CH3:37])[O:7][C@@H:8]1[CH2:12][CH2:11][N:10]([C:13]([CH3:32])([CH3:31])[CH2:14][CH2:15][C:16]([C:25]2[CH:30]=[CH:29][CH:28]=[CH:27][CH:26]=2)([C:19]2[CH:24]=[CH:23][CH:22]=[CH:21][CH:20]=2)[C:17]#[N:18])[CH2:9]1, predict the reaction product. The product is: [Cl:3][C:4]1[CH:5]=[C:6]([CH:33]=[CH:34][C:35]=1[O:36][CH3:37])[O:7][C@@H:8]1[CH2:12][CH2:11][N:10]([C:13]([CH3:32])([CH3:31])[CH2:14][CH2:15][C:16]([C:25]2[CH:30]=[CH:29][CH:28]=[CH:27][CH:26]=2)([C:19]2[CH:24]=[CH:23][CH:22]=[CH:21][CH:20]=2)[C:17]([NH2:18])=[O:1])[CH2:9]1.